From a dataset of Reaction yield outcomes from USPTO patents with 853,638 reactions. Predict the reaction yield, written as a fraction of the theoretical maximum amount of product (1.0 means a 100% yield; for example, 0.34 means a 34% yield). No catalyst specified. The yield is 0.130. The reactants are [NH4+].[OH-].[CH3:3][C:4](=[O:8])[O:5][CH2:6][CH3:7].CO. The product is [CH3:3][C:4](=[O:8])[O:5][CH2:6][CH3:7].[CH3:3][CH2:4][O:5][CH2:6][CH3:7].